From a dataset of NCI-60 drug combinations with 297,098 pairs across 59 cell lines. Regression. Given two drug SMILES strings and cell line genomic features, predict the synergy score measuring deviation from expected non-interaction effect. (1) Drug 1: CC1=C(C=C(C=C1)NC(=O)C2=CC=C(C=C2)CN3CCN(CC3)C)NC4=NC=CC(=N4)C5=CN=CC=C5. Drug 2: CC=C1C(=O)NC(C(=O)OC2CC(=O)NC(C(=O)NC(CSSCCC=C2)C(=O)N1)C(C)C)C(C)C. Cell line: SF-539. Synergy scores: CSS=28.0, Synergy_ZIP=1.14, Synergy_Bliss=4.64, Synergy_Loewe=-30.0, Synergy_HSA=3.35. (2) Drug 1: C1=CC(=CC=C1C#N)C(C2=CC=C(C=C2)C#N)N3C=NC=N3. Drug 2: CNC(=O)C1=NC=CC(=C1)OC2=CC=C(C=C2)NC(=O)NC3=CC(=C(C=C3)Cl)C(F)(F)F. Cell line: MDA-MB-435. Synergy scores: CSS=2.68, Synergy_ZIP=-2.14, Synergy_Bliss=-3.57, Synergy_Loewe=1.11, Synergy_HSA=-2.52. (3) Drug 1: CC1C(C(=O)NC(C(=O)N2CCCC2C(=O)N(CC(=O)N(C(C(=O)O1)C(C)C)C)C)C(C)C)NC(=O)C3=C4C(=C(C=C3)C)OC5=C(C(=O)C(=C(C5=N4)C(=O)NC6C(OC(=O)C(N(C(=O)CN(C(=O)C7CCCN7C(=O)C(NC6=O)C(C)C)C)C)C(C)C)C)N)C. Drug 2: CCCCC(=O)OCC(=O)C1(CC(C2=C(C1)C(=C3C(=C2O)C(=O)C4=C(C3=O)C=CC=C4OC)O)OC5CC(C(C(O5)C)O)NC(=O)C(F)(F)F)O. Cell line: TK-10. Synergy scores: CSS=51.1, Synergy_ZIP=2.69, Synergy_Bliss=2.39, Synergy_Loewe=2.37, Synergy_HSA=2.99.